This data is from Peptide-MHC class I binding affinity with 185,985 pairs from IEDB/IMGT. The task is: Regression. Given a peptide amino acid sequence and an MHC pseudo amino acid sequence, predict their binding affinity value. This is MHC class I binding data. (1) The peptide sequence is AFNKKTFDHT. The MHC is H-2-Db with pseudo-sequence H-2-Db. The binding affinity (normalized) is 0.289. (2) The peptide sequence is ASPVAQSYL. The MHC is HLA-A11:01 with pseudo-sequence HLA-A11:01. The binding affinity (normalized) is 0.276. (3) The peptide sequence is HAVEFHNL. The MHC is H-2-Kb with pseudo-sequence H-2-Kb. The binding affinity (normalized) is 0.660. (4) The peptide sequence is FEFTSFFY. The MHC is HLA-B40:02 with pseudo-sequence HLA-B40:02. The binding affinity (normalized) is 0.243. (5) The peptide sequence is EELPDTIETL. The MHC is HLA-B40:01 with pseudo-sequence HLA-B40:01. The binding affinity (normalized) is 0.527. (6) The peptide sequence is SQFNHWFGE. The MHC is HLA-A80:01 with pseudo-sequence HLA-A80:01. The binding affinity (normalized) is 0.0847. (7) The peptide sequence is PRAHKYQV. The MHC is Mamu-B03 with pseudo-sequence Mamu-B03. The binding affinity (normalized) is 0.136.